Dataset: Forward reaction prediction with 1.9M reactions from USPTO patents (1976-2016). Task: Predict the product of the given reaction. (1) Given the reactants Br[C:2]1[C:11]2[C:6](=[CH:7][CH:8]=[C:9]([O:12]C)[CH:10]=2)[N:5]=[C:4]([C:14]2[CH:19]=[CH:18][C:17]([O:20]C)=[C:16]([F:22])[CH:15]=2)[C:3]=1[Cl:23].[NH:24]1C(=O)CC[C@H:25]1C(O)=O.Cl, predict the reaction product. The product is: [Cl:23][C:3]1[C:4]([C:14]2[CH:19]=[CH:18][C:17]([OH:20])=[C:16]([F:22])[CH:15]=2)=[N:5][C:6]2[C:11]([C:2]=1[C:25]#[N:24])=[CH:10][C:9]([OH:12])=[CH:8][CH:7]=2. (2) Given the reactants [CH3:1][C:2]1[N:3]([CH2:26][C:27]2[CH:32]=[CH:31][C:30]([C:33]3[C:34]([C:39]([O:41][C:42]([CH3:45])([CH3:44])[CH3:43])=[O:40])=[CH:35][CH:36]=[CH:37][CH:38]=3)=[CH:29][CH:28]=2)[C:4]2[C:9]([C:10]=1[CH3:11])=[CH:8][C:7]([C:12](=[O:25])[NH:13][C@H:14]([C:16]1[CH:21]=[CH:20][CH:19]=[C:18]([C:22]([CH3:24])=[CH2:23])[CH:17]=1)[CH3:15])=[CH:6][CH:5]=2, predict the reaction product. The product is: [CH:22]([C:18]1[CH:17]=[C:16]([C@@H:14]([NH:13][C:12]([C:7]2[CH:8]=[C:9]3[C:4](=[CH:5][CH:6]=2)[N:3]([CH2:26][C:27]2[CH:28]=[CH:29][C:30]([C:33]4[C:34]([C:39]([O:41][C:42]([CH3:43])([CH3:45])[CH3:44])=[O:40])=[CH:35][CH:36]=[CH:37][CH:38]=4)=[CH:31][CH:32]=2)[C:2]([CH3:1])=[C:10]3[CH3:11])=[O:25])[CH3:15])[CH:21]=[CH:20][CH:19]=1)([CH3:24])[CH3:23]. (3) Given the reactants [C:1]([O:5][C:6]([N:8]1[CH2:11][CH:10]([CH2:12][C:13](O)=[O:14])[CH2:9]1)=[O:7])([CH3:4])([CH3:3])[CH3:2], predict the reaction product. The product is: [OH:14][CH2:13][CH2:12][CH:10]1[CH2:11][N:8]([C:6]([O:5][C:1]([CH3:4])([CH3:3])[CH3:2])=[O:7])[CH2:9]1.